Dataset: Full USPTO retrosynthesis dataset with 1.9M reactions from patents (1976-2016). Task: Predict the reactants needed to synthesize the given product. (1) Given the product [OH:3][C@H:4]([C:32]1[CH:37]=[CH:36][C:35]([OH:38])=[CH:34][CH:33]=1)[C@@H:5]([NH:7][CH2:8][CH2:9][O:10][C:11]1[CH:16]=[C:15]([CH3:17])[C:14]([C:18]2[CH:23]=[CH:22][C:21]([O:24][CH2:25][C:26]([OH:28])=[O:27])=[CH:20][CH:19]=2)=[C:13]([CH3:31])[CH:12]=1)[CH3:6], predict the reactants needed to synthesize it. The reactants are: [OH-].[Na+].[OH:3][C@H:4]([C:32]1[CH:37]=[CH:36][C:35]([OH:38])=[CH:34][CH:33]=1)[C@@H:5]([NH:7][CH2:8][CH2:9][O:10][C:11]1[CH:16]=[C:15]([CH3:17])[C:14]([C:18]2[CH:23]=[CH:22][C:21]([O:24][CH2:25][C:26]([O:28]CC)=[O:27])=[CH:20][CH:19]=2)=[C:13]([CH3:31])[CH:12]=1)[CH3:6].O.Cl. (2) Given the product [CH:1]1([C:4]2[CH:5]=[N:6][C:7]([NH:14][C:21]3[CH:22]=[C:23]4[C:27](=[CH:28][CH:29]=3)[N:26]([CH2:30][C:31]3[CH:32]=[CH:33][C:34]([F:37])=[CH:35][CH:36]=3)[CH:25]=[CH:24]4)=[C:8]([CH:13]=2)[C:9]([OH:11])=[O:10])[CH2:3][CH2:2]1, predict the reactants needed to synthesize it. The reactants are: [CH:1]1([C:4]2[CH:5]=[N:6][C:7]([N:14]([C:21]3[CH:22]=[C:23]4[C:27](=[CH:28][CH:29]=3)[N:26]([CH2:30][C:31]3[CH:36]=[CH:35][C:34]([F:37])=[CH:33][CH:32]=3)[CH:25]=[CH:24]4)C(=O)C(F)(F)F)=[C:8]([CH:13]=2)[C:9]([O:11]C)=[O:10])[CH2:3][CH2:2]1.[OH-].[Na+]. (3) Given the product [CH3:19][N:18]1[C:10]2[CH:9]=[C:8]([C:5]3[CH:6]=[CH:7][C:2]([O:1][CH2:29][C@@H:30]4[CH2:34][CH2:33][N:32]([C:35]5[CH:40]=[CH:39][CH:38]=[CH:37][N:36]=5)[CH2:31]4)=[C:3]([C:20]([F:23])([F:22])[F:21])[CH:4]=3)[N:13]=[C:12]([C:14]#[N:15])[C:11]=2[N:16]=[N:17]1, predict the reactants needed to synthesize it. The reactants are: [OH:1][C:2]1[CH:7]=[CH:6][C:5]([C:8]2[N:13]=[C:12]([C:14]#[N:15])[C:11]3[N:16]=[N:17][N:18]([CH3:19])[C:10]=3[CH:9]=2)=[CH:4][C:3]=1[C:20]([F:23])([F:22])[F:21].CS(O[CH2:29][C@@H:30]1[CH2:34][CH2:33][N:32]([C:35]2[CH:40]=[CH:39][CH:38]=[CH:37][N:36]=2)[CH2:31]1)(=O)=O.C(=O)([O-])[O-].[Cs+].[Cs+]. (4) Given the product [Cl-:18].[C:11]([C:10]1[CH:15]=[CH:16][C:7]([CH2:6][N:5]([CH2:19][CH2:20][NH+:21]2[CH2:26][CH2:25][O:24][CH2:23][CH2:22]2)[S:2]([CH3:1])(=[O:4])=[O:3])=[CH:8][CH:9]=1)([OH:13])=[O:12], predict the reactants needed to synthesize it. The reactants are: [CH3:1][S:2]([NH:5][CH2:6][C:7]1[CH:16]=[CH:15][C:10]([C:11]([O:13]C)=[O:12])=[CH:9][CH:8]=1)(=[O:4])=[O:3].Cl.[Cl:18][CH2:19][CH2:20][N:21]1[CH2:26][CH2:25][O:24][CH2:23][CH2:22]1.C([O-])([O-])=O.[K+].[K+].Cl. (5) Given the product [CH2:1]([O:4][C:5]1[C:6]([CH:11]=[O:12])=[N:7][CH:8]=[CH:9][CH:10]=1)[CH:2]=[CH2:3], predict the reactants needed to synthesize it. The reactants are: [CH2:1]([O:4][C:5]1[C:6]([CH2:11][OH:12])=[N:7][CH:8]=[CH:9][CH:10]=1)[CH:2]=[CH2:3].CC(OI1(OC(C)=O)(OC(C)=O)OC(=O)C2C=CC=CC1=2)=O.C([O-])(O)=O.[Na+].S([O-])([O-])(=O)=S.[Na+].[Na+]. (6) Given the product [Br:19][C:9]1[C:2]([F:1])=[CH:3][C:4]([O:10][CH3:11])=[C:5]([CH:8]=1)[C:6]#[N:7], predict the reactants needed to synthesize it. The reactants are: [F:1][C:2]1[CH:9]=[CH:8][C:5]([C:6]#[N:7])=[C:4]([O:10][CH3:11])[CH:3]=1.C1C(=O)N([Br:19])C(=O)C1. (7) Given the product [NH2:15][C:14]1[N:3]2[N:4]=[CH:5][N:6]=[C:2]2[N:1]=[C:10]([C:9]2[CH:16]=[CH:17][C:18]([Cl:20])=[CH:19][C:8]=2[Cl:7])[C:11]=1[C:12]#[N:13], predict the reactants needed to synthesize it. The reactants are: [NH2:1][C:2]1[N:6]=[CH:5][NH:4][N:3]=1.[Cl:7][C:8]1[CH:19]=[C:18]([Cl:20])[CH:17]=[CH:16][C:9]=1[CH:10]=[C:11]([C:14]#[N:15])[C:12]#[N:13]. (8) Given the product [F:1][C:2]1[CH:7]=[C:6]([NH2:8])[CH:5]=[CH:4][C:3]=1[N:11]1[CH:15]=[CH:14][CH:13]=[N:12]1, predict the reactants needed to synthesize it. The reactants are: [F:1][C:2]1[CH:7]=[C:6]([N+:8]([O-])=O)[CH:5]=[CH:4][C:3]=1[N:11]1[CH:15]=[CH:14][CH:13]=[N:12]1.[Sn](Cl)Cl.[OH-].[Na+].